This data is from Reaction yield outcomes from USPTO patents with 853,638 reactions. The task is: Predict the reaction yield, written as a fraction of the theoretical maximum amount of product (1.0 means a 100% yield; for example, 0.34 means a 34% yield). (1) The reactants are O[CH:2]([C:5]1[C:13]2[O:12][CH2:11][CH:10]([C:14]3[CH:19]=[CH:18][C:17]([CH:20]([CH3:22])[CH3:21])=[CH:16][CH:15]=3)[C:9]=2[C:8]([CH3:23])=[C:7]([NH:24][C:25](=[O:31])[CH2:26][C:27]([CH3:30])([CH3:29])[CH3:28])[C:6]=1[CH3:32])[CH2:3][CH3:4]. The catalyst is C(OCC)(=O)C.CCCCCC. The product is [CH:20]([C:17]1[CH:18]=[CH:19][C:14]([CH:10]2[C:9]3[C:8]([CH3:23])=[C:7]([NH:24][C:25](=[O:31])[CH2:26][C:27]([CH3:28])([CH3:30])[CH3:29])[C:6]([CH3:32])=[C:5]([CH2:2][CH2:3][CH3:4])[C:13]=3[O:12][CH2:11]2)=[CH:15][CH:16]=1)([CH3:21])[CH3:22]. The yield is 0.860. (2) The reactants are [F:1][C:2]([F:20])([F:19])[CH:3]([C:5]1[CH:10]=[CH:9][CH:8]=[CH:7][C:6]=1[C:11]1[CH:12]=[CH:13][C:14]([C:17]#[N:18])=[N:15][CH:16]=1)[OH:4].[NH2:21][C:22]1[N:27]=[C:26]([C:28]2[CH:33]=[CH:32][C:31]([CH2:34][C@H:35]([NH:39][C:40]([O:42][C:43]([CH3:46])([CH3:45])[CH3:44])=[O:41])[C:36]([OH:38])=[O:37])=[CH:30][CH:29]=2)[CH:25]=[C:24](Cl)[N:23]=1.C(=O)([O-])[O-].[Cs+].[Cs+].Cl. The catalyst is O.O1CCOCC1. The product is [NH2:21][C:22]1[N:27]=[C:26]([C:28]2[CH:33]=[CH:32][C:31]([CH2:34][C@H:35]([NH:39][C:40]([O:42][C:43]([CH3:46])([CH3:45])[CH3:44])=[O:41])[C:36]([OH:38])=[O:37])=[CH:30][CH:29]=2)[CH:25]=[C:24]([O:4][CH:3]([C:5]2[CH:10]=[CH:9][CH:8]=[CH:7][C:6]=2[C:11]2[CH:16]=[N:15][C:14]([C:17]#[N:18])=[CH:13][CH:12]=2)[C:2]([F:1])([F:19])[F:20])[N:23]=1. The yield is 0.840.